Predict the reactants needed to synthesize the given product. From a dataset of Full USPTO retrosynthesis dataset with 1.9M reactions from patents (1976-2016). (1) Given the product [CH2:1]([OH:19])[CH2:2][CH2:3][CH2:4][CH2:5][CH2:6][CH2:7][CH2:8]/[CH:9]=[CH:10]\[CH2:11][CH3:12], predict the reactants needed to synthesize it. The reactants are: [CH2:1]([OH:19])[CH2:2][CH2:3][CH2:4][CH2:5][CH2:6][CH2:7][CH2:8]/[CH:9]=[CH:10]\[CH2:11][CH2:12]CCCCCC. (2) Given the product [CH:14]([S:13][C:6]1[CH:5]=[CH:4][C:3]([NH2:2])=[CH:12][C:7]=1[CH2:8][NH:10][CH3:11])([CH3:16])[CH3:15], predict the reactants needed to synthesize it. The reactants are: B.[NH2:2][C:3]1[CH:4]=[CH:5][C:6]([S:13][CH:14]([CH3:16])[CH3:15])=[C:7]([CH:12]=1)[C:8]([NH:10][CH3:11])=O.Cl. (3) Given the product [Cl:29][C:19]1[CH:20]=[C:21]([C:23]2[CH:24]=[N:25][CH:26]=[CH:27][CH:28]=2)[S:22][C:18]=1[C:13]1[N:8]2[N:9]=[C:10]([CH3:12])[CH:11]=[C:6]([CH:3]([CH2:4][CH3:5])[CH2:1][CH3:2])[C:7]2=[N:15][C:14]=1[CH3:16], predict the reactants needed to synthesize it. The reactants are: [CH2:1]([CH:3]([C:6]1[C:7]2[N:8]([CH:13]=[C:14]([CH3:16])[N:15]=2)[N:9]=[C:10]([CH3:12])[CH:11]=1)[CH2:4][CH3:5])[CH3:2].Br[C:18]1[S:22][C:21]([C:23]2[CH:24]=[N:25][CH:26]=[CH:27][CH:28]=2)=[CH:20][C:19]=1[Cl:29].C([O-])([O-])=O.[Cs+].[Cs+].C1C=CC(P(C2C=CC=CC=2)C2C=CC=CC=2)=CC=1. (4) The reactants are: C([C:3]1[CH:13]=[C:12]([Br:14])[CH:11]=[CH:10][C:4]=1[O:5][CH2:6][C:7](O)=O)=O.C([O-])(=O)C.[Na+].C(OC(=O)C)(=O)C. Given the product [Br:14][C:12]1[CH:13]=[CH:3][C:4]2[O:5][CH:6]=[CH:7][C:10]=2[CH:11]=1, predict the reactants needed to synthesize it. (5) Given the product [C:1]([C:3]1[CH:4]=[C:5]([N:19]([CH3:28])[CH2:20][C:21]([OH:23])=[O:22])[CH:6]=[CH:7][C:8]=1[O:9][C:10]1[CH:15]=[CH:14][C:13]([N+:16]([O-:18])=[O:17])=[CH:12][N:11]=1)#[N:2], predict the reactants needed to synthesize it. The reactants are: [C:1]([C:3]1[CH:4]=[C:5]([N:19]([CH3:28])[CH2:20][C:21]([O:23]C(C)(C)C)=[O:22])[CH:6]=[CH:7][C:8]=1[O:9][C:10]1[CH:15]=[CH:14][C:13]([N+:16]([O-:18])=[O:17])=[CH:12][N:11]=1)#[N:2].FC(F)(F)C(O)=O. (6) Given the product [CH2:1]([O:8][C:9]1[CH:10]=[C:11]2[C:15](=[CH:16][CH:17]=1)[CH2:14][CH:13]([CH:18]([O:37][Si:38]([C:41]([CH3:42])([CH3:43])[CH3:44])([CH3:39])[CH3:40])[C:19]1[O:20][C:21]([C:46]3[N:51]=[C:50]([C:52]([O:54][CH3:55])=[O:53])[CH:49]=[CH:48][CH:47]=3)=[CH:22][N:23]=1)[CH2:12]2)[C:2]1[CH:3]=[CH:4][CH:5]=[CH:6][CH:7]=1, predict the reactants needed to synthesize it. The reactants are: [CH2:1]([O:8][C:9]1[CH:10]=[C:11]2[C:15](=[CH:16][CH:17]=1)[CH2:14][CH:13]([CH:18]([O:37][Si:38]([C:41]([CH3:44])([CH3:43])[CH3:42])([CH3:40])[CH3:39])[C:19]1[O:20][C:21]([Sn](CCCC)(CCCC)CCCC)=[CH:22][N:23]=1)[CH2:12]2)[C:2]1[CH:7]=[CH:6][CH:5]=[CH:4][CH:3]=1.Cl[C:46]1[N:51]=[C:50]([C:52]([O:54][CH3:55])=[O:53])[CH:49]=[CH:48][CH:47]=1. (7) Given the product [C:1]([CH2:4][O:5][C:6]1[CH:14]=[CH:13][C:12]([S:16]([Cl:15])(=[O:18])=[O:17])=[CH:11][C:7]=1[C:8]([OH:10])=[O:9])([OH:3])=[O:2], predict the reactants needed to synthesize it. The reactants are: [C:1]([CH2:4][O:5][C:6]1[CH:14]=[CH:13][CH:12]=[CH:11][C:7]=1[C:8]([OH:10])=[O:9])([OH:3])=[O:2].[Cl:15][S:16](O)(=[O:18])=[O:17].ClS(C1C=CC(OC)=C(C=1)C(O)=O)(=O)=O.